From a dataset of NCI-60 drug combinations with 297,098 pairs across 59 cell lines. Regression. Given two drug SMILES strings and cell line genomic features, predict the synergy score measuring deviation from expected non-interaction effect. (1) Drug 1: C1C(C(OC1N2C=C(C(=O)NC2=O)F)CO)O. Drug 2: CN(CCCl)CCCl.Cl. Cell line: HCT-15. Synergy scores: CSS=50.7, Synergy_ZIP=-13.5, Synergy_Bliss=-6.84, Synergy_Loewe=-0.421, Synergy_HSA=-0.115. (2) Drug 1: C1CCC(C(C1)N)N.C(=O)(C(=O)[O-])[O-].[Pt+4]. Drug 2: C1CN(P(=O)(OC1)NCCCl)CCCl. Cell line: SNB-75. Synergy scores: CSS=-0.937, Synergy_ZIP=-17.9, Synergy_Bliss=-36.3, Synergy_Loewe=-39.8, Synergy_HSA=-39.8. (3) Drug 1: C1CCC(CC1)NC(=O)N(CCCl)N=O. Drug 2: C1=CC(=CC=C1CCCC(=O)O)N(CCCl)CCCl. Cell line: COLO 205. Synergy scores: CSS=45.4, Synergy_ZIP=0.477, Synergy_Bliss=3.66, Synergy_Loewe=4.07, Synergy_HSA=6.96. (4) Drug 1: C1=C(C(=O)NC(=O)N1)F. Drug 2: CC1=C(C(=O)C2=C(C1=O)N3CC4C(C3(C2COC(=O)N)OC)N4)N. Cell line: SK-MEL-2. Synergy scores: CSS=38.8, Synergy_ZIP=-13.5, Synergy_Bliss=-17.7, Synergy_Loewe=-25.6, Synergy_HSA=-11.2.